This data is from Catalyst prediction with 721,799 reactions and 888 catalyst types from USPTO. The task is: Predict which catalyst facilitates the given reaction. (1) Reactant: [N:1]1[CH:6]=[CH:5][CH:4]=[CH:3][C:2]=1[C:7]([O-:9])=[O:8].[Li+].[OH-].Cl. Product: [N:1]1[CH:6]=[CH:5][CH:4]=[CH:3][C:2]=1[C:7]([OH:9])=[O:8]. The catalyst class is: 1. (2) Product: [C:9]([C:13]1[O:17][N:16]=[C:15]([NH:18][C:19]([C@@H:21]2[CH2:25][C@@H:24]([OH:26])[CH2:23][N:22]2[C:6]2[CH:5]=[CH:4][N:3]=[C:2]([Cl:1])[N:7]=2)=[O:20])[CH:14]=1)([CH3:12])([CH3:10])[CH3:11]. The catalyst class is: 8. Reactant: [Cl:1][C:2]1[N:7]=[C:6](Cl)[CH:5]=[CH:4][N:3]=1.[C:9]([C:13]1[O:17][N:16]=[C:15]([NH:18][C:19]([C@@H:21]2[CH2:25][C@@H:24]([OH:26])[CH2:23][NH:22]2)=[O:20])[CH:14]=1)([CH3:12])([CH3:11])[CH3:10].Cl.C(N(C(C)C)CC)(C)C.